This data is from Full USPTO retrosynthesis dataset with 1.9M reactions from patents (1976-2016). The task is: Predict the reactants needed to synthesize the given product. (1) Given the product [C:41]([O:40][C:38]([N:45]1[CH2:50][CH2:49][N:48]([C:35](=[O:37])[CH2:34][CH2:33][CH2:32][CH2:31][N:28]2[CH2:27][CH2:26][N:25]([CH2:24][CH2:23][CH2:22][CH2:21][NH:20][C:18]([O:17][C:13]([CH3:14])([CH3:15])[CH3:16])=[O:19])[CH2:30][CH2:29]2)[CH2:47][CH2:46]1)=[O:39])([CH3:44])([CH3:42])[CH3:43], predict the reactants needed to synthesize it. The reactants are: C(N1C=CN=C1)(N1C=CN=C1)=O.[C:13]([O:17][C:18]([NH:20][CH2:21][CH2:22][CH2:23][CH2:24][N:25]1[CH2:30][CH2:29][N:28]([CH2:31][CH2:32][CH2:33][CH2:34][C:35]([OH:37])=O)[CH2:27][CH2:26]1)=[O:19])([CH3:16])([CH3:15])[CH3:14].[C:38]([N:45]1[CH2:50][CH2:49][NH:48][CH2:47][CH2:46]1)([O:40][C:41]([CH3:44])([CH3:43])[CH3:42])=[O:39]. (2) Given the product [CH3:36][C:28]1[CH:29]=[C:30]([C:33](=[O:35])[NH:64][CH2:63][CH2:62][O:61][CH2:60][CH2:59][O:58][CH2:57][CH2:56][O:55][CH2:54][CH2:53][O:52][CH3:51])[CH:31]=[CH:32][C:27]=1[C:24]1[CH:25]=[CH:26][C:21]([CH2:20][C@H:19]([NH:18][C:16]([C@H:13]2[CH2:12][CH2:11][C@H:10]([CH2:9][NH:8][C:6](=[O:7])[O:5][C:1]([CH3:2])([CH3:4])[CH3:3])[CH2:15][CH2:14]2)=[O:17])[C:37](=[O:50])[NH:38][C:39]2[CH:44]=[CH:43][C:42]([C:45]3[N:46]=[N:47][NH:48][N:49]=3)=[CH:41][CH:40]=2)=[CH:22][CH:23]=1, predict the reactants needed to synthesize it. The reactants are: [C:1]([O:5][C:6]([NH:8][CH2:9][C@H:10]1[CH2:15][CH2:14][C@H:13]([C:16]([NH:18][C@H:19]([C:37](=[O:50])[NH:38][C:39]2[CH:44]=[CH:43][C:42]([C:45]3[N:46]=[N:47][NH:48][N:49]=3)=[CH:41][CH:40]=2)[CH2:20][C:21]2[CH:26]=[CH:25][C:24]([C:27]3[CH:32]=[CH:31][C:30]([C:33]([OH:35])=O)=[CH:29][C:28]=3[CH3:36])=[CH:23][CH:22]=2)=[O:17])[CH2:12][CH2:11]1)=[O:7])([CH3:4])([CH3:3])[CH3:2].[CH3:51][O:52][CH2:53][CH2:54][O:55][CH2:56][CH2:57][O:58][CH2:59][CH2:60][O:61][CH2:62][CH2:63][NH2:64].F[P-](F)(F)(F)(F)F.CN(C(ON1C2=NC=CC=C2N=N1)=[N+](C)C)C.C(N(CC)C(C)C)(C)C. (3) Given the product [CH:10]([C@H:4]1[O:5][C:6]([CH3:8])([CH3:9])[O:7][C@H:3]1[CH2:1][O:2][CH2:26][C:24]([O:23][CH2:22][CH3:21])=[O:25])=[O:37], predict the reactants needed to synthesize it. The reactants are: [CH:1]([C@H:3]1[O:7][C:6]([CH3:9])([CH3:8])[O:5][C@H:4]1[CH2:10]COCC(OCC)=O)=[O:2].C([C@H:21]1[O:25][C:24](C)([CH3:26])[O:23][C@H:22]1CCOCC(OC)=O)=O.C([C@H]1OC(CC)(CC)O[C@H]1COCC(OCC)=O)=[O:37].C([C@H]1OC(CC)(CC)O[C@H]1CCOCC(OCC)=O)=O.C([C@H]1OC(CC)(CC)O[C@H]1CCOCC(OC)=O)=O.C([C@H]1OC(C)(CC)O[C@H]1COCC(OCC)=O)=O.C([C@H]1OC(C)(CC)O[C@H]1CCOCC(OCC)=O)=O.C([C@H]1OC(C)(CC)O[C@H]1CCOCC(OC)=O)=O.C([C@H]1OC(C)(CC)O[C@H]1COCC(OC(C)(C)C)=O)=O.C([C@H]1OC(C)(CC)O[C@H]1CCOCC(OC(C)(C)C)=O)=O. (4) Given the product [Cl:1][C:2]1[CH:3]=[C:4]([NH:10][C@H:11]([C@H:15]([OH:17])[CH3:16])[C:12]([NH:27][NH:26][C:24](=[O:25])[C:23]2[CH:22]=[CH:21][C:20]([C:18]#[N:19])=[CH:29][CH:28]=2)=[O:14])[CH:5]=[CH:6][C:7]=1[C:8]#[N:9], predict the reactants needed to synthesize it. The reactants are: [Cl:1][C:2]1[CH:3]=[C:4]([NH:10][C@H:11]([C@H:15]([OH:17])[CH3:16])[C:12]([OH:14])=O)[CH:5]=[CH:6][C:7]=1[C:8]#[N:9].[C:18]([C:20]1[CH:29]=[CH:28][C:23]([C:24]([NH:26][NH2:27])=[O:25])=[CH:22][CH:21]=1)#[N:19].O.ON1C2C=CC=CC=2N=N1.Cl.CN(C)CCCN=C=NCC.C(N(CC)CC)C. (5) Given the product [CH:37]1([NH:36][C:35]([NH:34][CH:31]2[CH2:30][CH2:29][CH2:28][CH2:33][CH2:32]2)=[O:6])[CH2:42][CH2:41][CH2:40][CH2:39][CH2:38]1, predict the reactants needed to synthesize it. The reactants are: N(C(OCC1C2C(=CC=CC=2)C2C1=CC=CC=2)=O)[C@@H](C(O)=O)CCC(=O)[OH:6].[CH2:28]1[CH2:33][CH2:32][CH:31]([N:34]=[C:35]=[N:36][CH:37]2[CH2:42][CH2:41][CH2:40][CH2:39][CH2:38]2)[CH2:30][CH2:29]1. (6) Given the product [NH2:30][C:26]1([C:23]2[CH:22]=[CH:21][C:20]([C:11]3[C:12]([C:14]4[CH:15]=[CH:16][CH:17]=[CH:18][CH:19]=4)=[CH:13][C:4]4[N:3]([CH2:1][CH3:2])[C:8](=[O:9])[CH2:7][O:6][C:5]=4[N:10]=3)=[CH:25][CH:24]=2)[CH2:27][CH2:28][CH2:29]1, predict the reactants needed to synthesize it. The reactants are: [CH2:1]([N:3]1[C:8](=[O:9])[CH2:7][O:6][C:5]2[N:10]=[C:11]([C:20]3[CH:25]=[CH:24][C:23]([C:26]4([NH:30]C(=O)OC(C)(C)C)[CH2:29][CH2:28][CH2:27]4)=[CH:22][CH:21]=3)[C:12]([C:14]3[CH:19]=[CH:18][CH:17]=[CH:16][CH:15]=3)=[CH:13][C:4]1=2)[CH3:2]. (7) Given the product [CH3:17][O:18][C:19]1[CH:20]=[CH:21][C:22]([CH2:23][CH:24]2[CH2:25][CH2:26][N:27]([C:13](=[O:15])[C:12]([NH:11][C:9]3[CH:8]=[CH:7][C:5]4[NH:6][C:2](=[O:1])[O:3][C:4]=4[CH:10]=3)=[O:16])[CH2:28][CH2:29]2)=[CH:30][CH:31]=1, predict the reactants needed to synthesize it. The reactants are: [O:1]=[C:2]1[NH:6][C:5]2[CH:7]=[CH:8][C:9]([NH:11][C:12](=[O:16])[C:13]([OH:15])=O)=[CH:10][C:4]=2[O:3]1.[CH3:17][O:18][C:19]1[CH:31]=[CH:30][C:22]([CH2:23][CH:24]2[CH2:29][CH2:28][NH:27][CH2:26][CH2:25]2)=[CH:21][CH:20]=1.C(OC(C)C)(C)C. (8) Given the product [NH2:18][C:17]1[C:16]2[C:15](=[O:21])[C:14]([C:22]([O:24][CH2:25][CH3:26])=[O:23])=[CH:13][N:6]3[C:7]4([CH2:12][CH2:11][CH2:10]4)[CH2:8][O:9][C:4]([C:5]=23)=[C:3]([F:27])[C:2]=1[F:1], predict the reactants needed to synthesize it. The reactants are: [F:1][C:2]1[C:3]([F:27])=[C:4]2[O:9][CH2:8][C:7]3([CH2:12][CH2:11][CH2:10]3)[N:6]3[CH:13]=[C:14]([C:22]([O:24][CH2:25][CH3:26])=[O:23])[C:15](=[O:21])[C:16]([C:17]=1[N+:18]([O-])=O)=[C:5]23.[H][H]. (9) Given the product [CH2:23]([O:10][C@H:8]1[CH2:7][N:6]([C:11]([O:13][C:14]([CH3:15])([CH3:17])[CH3:16])=[O:12])[C@H:5]([C:3]([N:2]([CH3:18])[CH3:1])=[O:4])[CH2:9]1)[CH:22]=[CH2:21], predict the reactants needed to synthesize it. The reactants are: [CH3:1][N:2]([CH3:18])[C:3]([C@@H:5]1[CH2:9][C@@H:8]([OH:10])[CH2:7][N:6]1[C:11]([O:13][C:14]([CH3:17])([CH3:16])[CH3:15])=[O:12])=[O:4].[H-].[Na+].[CH2:21](I)[CH:22]=[CH2:23].O. (10) Given the product [CH:1]1[C:10]2[C:5](=[CH:6][CH:7]=[CH:8][CH:9]=2)[CH:4]=[CH:3][C:2]=1[C:11]12[CH2:16][CH:15]1[CH2:14][C:13](=[O:17])[CH2:12]2, predict the reactants needed to synthesize it. The reactants are: [CH:1]1[C:10]2[C:5](=[CH:6][CH:7]=[CH:8][CH:9]=2)[CH:4]=[CH:3][C:2]=1[C:11]#[C:12][CH:13]([OH:17])[CH2:14][CH:15]=[CH2:16].